This data is from NCI-60 drug combinations with 297,098 pairs across 59 cell lines. The task is: Regression. Given two drug SMILES strings and cell line genomic features, predict the synergy score measuring deviation from expected non-interaction effect. Synergy scores: CSS=-4.67, Synergy_ZIP=4.21, Synergy_Bliss=4.93, Synergy_Loewe=-0.724, Synergy_HSA=-0.445. Drug 1: C1CN1P(=S)(N2CC2)N3CC3. Cell line: NCI-H322M. Drug 2: CN1C(=O)N2C=NC(=C2N=N1)C(=O)N.